From a dataset of Peptide-MHC class I binding affinity with 185,985 pairs from IEDB/IMGT. Regression. Given a peptide amino acid sequence and an MHC pseudo amino acid sequence, predict their binding affinity value. This is MHC class I binding data. The peptide sequence is VMAASGAPF. The MHC is HLA-A31:01 with pseudo-sequence HLA-A31:01. The binding affinity (normalized) is 0.0847.